This data is from Full USPTO retrosynthesis dataset with 1.9M reactions from patents (1976-2016). The task is: Predict the reactants needed to synthesize the given product. (1) The reactants are: Br[C:2]1[CH:3]=[C:4]([C:12]([O:14][CH3:15])=[O:13])[CH:5]=[C:6]([CH:11]=1)[C:7]([O:9][CH3:10])=[O:8].[CH2:16]([N:23]1[CH2:28][CH2:27][NH:26][CH2:25][CH2:24]1)[C:17]1[CH:22]=[CH:21][CH:20]=[CH:19][CH:18]=1.C(=O)([O-])[O-].[Cs+].[Cs+].C1C=CC(P(C2C(C3C(P(C4C=CC=CC=4)C4C=CC=CC=4)=CC=C4C=3C=CC=C4)=C3C(C=CC=C3)=CC=2)C2C=CC=CC=2)=CC=1. Given the product [CH2:16]([N:23]1[CH2:28][CH2:27][N:26]([C:2]2[CH:3]=[C:4]([C:12]([O:14][CH3:15])=[O:13])[CH:5]=[C:6]([CH:11]=2)[C:7]([O:9][CH3:10])=[O:8])[CH2:25][CH2:24]1)[C:17]1[CH:18]=[CH:19][CH:20]=[CH:21][CH:22]=1, predict the reactants needed to synthesize it. (2) Given the product [F:1][C:2]1[CH:7]=[CH:6][C:5]([C:8]2[N:9]=[C:10]([S:20][CH2:21][C:46]([N:45]3[CH2:44][CH2:43][CH2:42][CH:41]3[C:48]([OH:50])=[O:49])=[O:26])[N:11]([CH3:19])[C:12]=2[C:13]2[CH:18]=[CH:17][N:16]=[CH:15][CH:14]=2)=[CH:4][CH:3]=1, predict the reactants needed to synthesize it. The reactants are: [F:1][C:2]1[CH:7]=[CH:6][C:5]([C:8]2[N:9]=[C:10]([S:20][CH2:21]C(O)=O)[N:11]([CH3:19])[C:12]=2[C:13]2[CH:18]=[CH:17][N:16]=[CH:15][CH:14]=2)=[CH:4][CH:3]=1.C(N1C=CN=C1)(N1C=CN=C1)=[O:26].C(=O)=O.N[C@H:41]([C:48]([OH:50])=[O:49])[CH2:42][C:43]1N=[CH:46][NH:45][CH:44]=1.C([O-])([O-])=O.[Na+].[Na+]. (3) Given the product [C:17]([C:19]1[CH:24]=[CH:23][C:22]([C:2]2[C:7]([O:8][CH2:9][C:10]([F:13])([F:12])[F:11])=[N:6][CH:5]=[C:4]([CH:3]=2)[C:14]([OH:16])=[O:15])=[CH:21][CH:20]=1)#[N:18], predict the reactants needed to synthesize it. The reactants are: Br[C:2]1[CH:3]=[C:4]([C:14]([OH:16])=[O:15])[CH:5]=[N:6][C:7]=1[O:8][CH2:9][C:10]([F:13])([F:12])[F:11].[C:17]([C:19]1[CH:24]=[CH:23][C:22](B(O)O)=[CH:21][CH:20]=1)#[N:18].